This data is from NCI-60 drug combinations with 297,098 pairs across 59 cell lines. The task is: Regression. Given two drug SMILES strings and cell line genomic features, predict the synergy score measuring deviation from expected non-interaction effect. (1) Drug 1: CC=C1C(=O)NC(C(=O)OC2CC(=O)NC(C(=O)NC(CSSCCC=C2)C(=O)N1)C(C)C)C(C)C. Drug 2: CC(C)(C#N)C1=CC(=CC(=C1)CN2C=NC=N2)C(C)(C)C#N. Cell line: NCI-H522. Synergy scores: CSS=8.63, Synergy_ZIP=0.578, Synergy_Bliss=6.25, Synergy_Loewe=-9.90, Synergy_HSA=6.39. (2) Drug 1: CC1=CC2C(CCC3(C2CCC3(C(=O)C)OC(=O)C)C)C4(C1=CC(=O)CC4)C. Drug 2: C1CN1P(=S)(N2CC2)N3CC3. Cell line: KM12. Synergy scores: CSS=3.53, Synergy_ZIP=8.50, Synergy_Bliss=5.00, Synergy_Loewe=-17.5, Synergy_HSA=5.39. (3) Cell line: OVCAR3. Drug 1: CC1=C(C(=CC=C1)Cl)NC(=O)C2=CN=C(S2)NC3=CC(=NC(=N3)C)N4CCN(CC4)CCO. Drug 2: CC1CCC2CC(C(=CC=CC=CC(CC(C(=O)C(C(C(=CC(C(=O)CC(OC(=O)C3CCCCN3C(=O)C(=O)C1(O2)O)C(C)CC4CCC(C(C4)OC)OCCO)C)C)O)OC)C)C)C)OC. Synergy scores: CSS=3.78, Synergy_ZIP=-6.54, Synergy_Bliss=-9.38, Synergy_Loewe=-6.95, Synergy_HSA=-6.95. (4) Drug 1: CCN(CC)CCCC(C)NC1=C2C=C(C=CC2=NC3=C1C=CC(=C3)Cl)OC. Drug 2: CC(C)CN1C=NC2=C1C3=CC=CC=C3N=C2N. Cell line: A498. Synergy scores: CSS=24.7, Synergy_ZIP=-5.84, Synergy_Bliss=0.926, Synergy_Loewe=0.557, Synergy_HSA=0.585. (5) Drug 1: CC12CCC3C(C1CCC2=O)CC(=C)C4=CC(=O)C=CC34C. Drug 2: C1CNP(=O)(OC1)N(CCCl)CCCl. Cell line: HS 578T. Synergy scores: CSS=44.0, Synergy_ZIP=2.23, Synergy_Bliss=-0.0659, Synergy_Loewe=-17.7, Synergy_HSA=-0.0934.